The task is: Predict the reactants needed to synthesize the given product.. This data is from Full USPTO retrosynthesis dataset with 1.9M reactions from patents (1976-2016). Given the product [NH2:28][CH2:27][CH2:26][NH:29][C:20](=[O:22])[C:19]1[CH:18]=[CH:17][C:16](/[N:15]=[N:14]/[C:11]2[CH:10]=[CH:9][C:8]([CH2:7][NH:6][C:1](=[O:5])[CH2:2][CH2:3][CH3:4])=[CH:13][CH:12]=2)=[CH:25][CH:24]=1, predict the reactants needed to synthesize it. The reactants are: [C:1]([NH:6][CH2:7][C:8]1[CH:13]=[CH:12][C:11](/[N:14]=[N:15]/[C:16]2[CH:25]=[CH:24][C:19]([C:20]([O:22]C)=O)=[CH:18][CH:17]=2)=[CH:10][CH:9]=1)(=[O:5])[CH2:2][CH2:3][CH3:4].[CH2:26]([NH2:29])[CH2:27][NH2:28].